This data is from NCI-60 drug combinations with 297,098 pairs across 59 cell lines. The task is: Regression. Given two drug SMILES strings and cell line genomic features, predict the synergy score measuring deviation from expected non-interaction effect. (1) Drug 1: CN(C)N=NC1=C(NC=N1)C(=O)N. Drug 2: C1=C(C(=O)NC(=O)N1)F. Cell line: UACC-257. Synergy scores: CSS=22.1, Synergy_ZIP=10.1, Synergy_Bliss=12.0, Synergy_Loewe=3.98, Synergy_HSA=6.77. (2) Drug 1: CCC(=C(C1=CC=CC=C1)C2=CC=C(C=C2)OCCN(C)C)C3=CC=CC=C3.C(C(=O)O)C(CC(=O)O)(C(=O)O)O. Drug 2: CCC1(CC2CC(C3=C(CCN(C2)C1)C4=CC=CC=C4N3)(C5=C(C=C6C(=C5)C78CCN9C7C(C=CC9)(C(C(C8N6C)(C(=O)OC)O)OC(=O)C)CC)OC)C(=O)OC)O.OS(=O)(=O)O. Cell line: SF-268. Synergy scores: CSS=17.2, Synergy_ZIP=-1.69, Synergy_Bliss=5.15, Synergy_Loewe=-2.18, Synergy_HSA=3.77. (3) Drug 1: CC1=C(C=C(C=C1)NC2=NC=CC(=N2)N(C)C3=CC4=NN(C(=C4C=C3)C)C)S(=O)(=O)N.Cl. Drug 2: CC(C1=C(C=CC(=C1Cl)F)Cl)OC2=C(N=CC(=C2)C3=CN(N=C3)C4CCNCC4)N. Cell line: UACC62. Synergy scores: CSS=10.8, Synergy_ZIP=-0.963, Synergy_Bliss=0.943, Synergy_Loewe=-4.08, Synergy_HSA=0.278. (4) Drug 1: CS(=O)(=O)C1=CC(=C(C=C1)C(=O)NC2=CC(=C(C=C2)Cl)C3=CC=CC=N3)Cl. Drug 2: CC1OCC2C(O1)C(C(C(O2)OC3C4COC(=O)C4C(C5=CC6=C(C=C35)OCO6)C7=CC(=C(C(=C7)OC)O)OC)O)O. Cell line: U251. Synergy scores: CSS=52.7, Synergy_ZIP=-0.544, Synergy_Bliss=1.18, Synergy_Loewe=-24.2, Synergy_HSA=3.14.